From a dataset of Full USPTO retrosynthesis dataset with 1.9M reactions from patents (1976-2016). Predict the reactants needed to synthesize the given product. (1) Given the product [ClH:36].[CH3:17][N:2]([CH3:1])[C:3]([C:5]1[CH:6]=[C:7]([O:16][C@@H:19]2[C:28]3[C:23](=[CH:24][CH:25]=[CH:26][CH:27]=3)[CH2:22][CH2:21][C@H:20]2[OH:18])[C:8]2[N:9]([C:11]([CH3:15])=[C:12]([CH3:14])[N:13]=2)[CH:10]=1)=[O:4], predict the reactants needed to synthesize it. The reactants are: [CH3:1][N:2]([CH3:17])[C:3]([C:5]1[CH:6]=[C:7]([OH:16])[C:8]2[N:9]([C:11]([CH3:15])=[C:12]([CH3:14])[N:13]=2)[CH:10]=1)=[O:4].[O:18]1[CH:20]2[CH2:21][CH2:22][C:23]3[C:28]([CH:19]12)=[CH:27][CH:26]=[CH:25][CH:24]=3.C(N(CC)CC)C.[ClH:36]. (2) Given the product [NH2:1][C@@H:2]1[C:9](=[O:10])[N:8]2[C@@H:3]1[S:4][CH2:5][C:6](/[CH:14]=[C:15]1/[C:16](=[O:36])[N:17]([C@@H:20]3[CH2:24][CH2:23][N:22]([C:25]([O:27][CH2:28][C:29]4[O:30][C:31](=[O:35])[O:32][C:33]=4[CH3:34])=[O:26])[CH2:21]3)[CH2:18][CH2:19]/1)=[C:7]2[C:11]([O-:13])=[O:12].[CH:7]1([NH2+:8][CH:38]2[CH2:39][CH2:40][CH2:41][CH2:42][CH2:43]2)[CH2:6][CH2:14][CH2:15][CH2:19][CH2:18]1, predict the reactants needed to synthesize it. The reactants are: [NH2:1][C@@H:2]1[C:9](=[O:10])[N:8]2[C@@H:3]1[S:4][CH2:5][C:6](/[CH:14]=[C:15]1/[C:16](=[O:36])[N:17]([C@@H:20]3[CH2:24][CH2:23][N:22]([C:25]([O:27][CH2:28][C:29]4[O:30][C:31](=[O:35])[O:32][C:33]=4[CH3:34])=[O:26])[CH2:21]3)[CH2:18][CH2:19]/1)=[C:7]2[C:11]([OH:13])=[O:12].O.[C:38]1(C)[CH:43]=[CH:42][C:41](S(O)(=O)=O)=[CH:40][CH:39]=1. (3) Given the product [CH2:1]([NH:3][C:4]([C:6]1[CH:11]=[CH:10][C:9]([C:12]2[CH:13]=[C:14]3[C:20]([C:21](=[O:22])[C:23]4[C:28]([F:29])=[CH:27][CH:26]=[C:25]([NH:30][S:31]([CH2:34][CH2:35][CH3:36])(=[O:33])=[O:32])[C:24]=4[F:37])=[CH:19][NH:18][C:15]3=[N:16][CH:17]=2)=[CH:8][N:7]=1)=[O:5])[CH3:2], predict the reactants needed to synthesize it. The reactants are: [CH2:1]([NH:3][C:4]([C:6]1[CH:11]=[CH:10][C:9]([C:12]2[CH:13]=[C:14]3[C:20]([CH:21]([C:23]4[C:28]([F:29])=[CH:27][CH:26]=[C:25]([NH:30][S:31]([CH2:34][CH2:35][CH3:36])(=[O:33])=[O:32])[C:24]=4[F:37])[OH:22])=[CH:19][NH:18][C:15]3=[N:16][CH:17]=2)=[CH:8][N:7]=1)=[O:5])[CH3:2].CC(OI1(OC(C)=O)(OC(C)=O)OC(=O)C2C=CC=CC1=2)=O.CN(C)C=O. (4) Given the product [ClH:1].[CH3:18][C:16]1[N:15]=[CH:14][N:11]2[CH:12]=[CH:13][C:8]([CH:5]3[CH2:4][CH2:3][NH:2][CH2:7][CH2:6]3)=[CH:9][C:10]=12, predict the reactants needed to synthesize it. The reactants are: [ClH:1].[NH:2]1[CH2:7][CH2:6][CH:5]([C:8]2[CH:13]=[CH:12][N:11]3[CH:14]=[N:15][CH:16]=[C:10]3[CH:9]=2)[CH2:4][CH2:3]1.Br[C:18]1C=CN=C(C(N)C)C=1.BrC1C=CN=C(CN)C=1. (5) Given the product [CH:29]([C:25]1[CH:24]=[C:23]([CH:2]2[C:6]3[CH:7]=[C:8]([NH:13][C:14](=[O:20])[CH2:15][C:16]([CH3:19])([CH3:18])[CH3:17])[C:9]([CH3:12])=[C:10]([CH3:11])[C:5]=3[O:4][C:3]2([CH3:22])[CH3:21])[CH:28]=[CH:27][CH:26]=1)([CH3:30])[CH3:31], predict the reactants needed to synthesize it. The reactants are: O[C:2]1([C:23]2[CH:28]=[CH:27][CH:26]=[C:25]([CH:29]([CH3:31])[CH3:30])[CH:24]=2)[C:6]2[CH:7]=[C:8]([NH:13][C:14](=[O:20])[CH2:15][C:16]([CH3:19])([CH3:18])[CH3:17])[C:9]([CH3:12])=[C:10]([CH3:11])[C:5]=2[O:4][C:3]1([CH3:22])[CH3:21]. (6) Given the product [OH:12][CH2:13][CH2:14][O:15][NH:16][C:17]([C:19]1[C:20]([NH:30][C:31]2[CH:36]=[CH:35][C:34]([I:37])=[CH:33][C:32]=2[F:38])=[C:21]([CH3:29])[C:22](=[O:28])[N:23]2[C:27]=1[CH2:26][CH2:25][CH2:24]2)=[O:18], predict the reactants needed to synthesize it. The reactants are: FC(F)(F)C(O)=O.C([O:12][CH2:13][CH2:14][O:15][NH:16][C:17]([C:19]1[C:20]([NH:30][C:31]2[CH:36]=[CH:35][C:34]([I:37])=[CH:33][C:32]=2[F:38])=[C:21]([CH3:29])[C:22](=[O:28])[N:23]2[C:27]=1[CH2:26][CH2:25][CH2:24]2)=[O:18])(C)(C)C.CO. (7) The reactants are: [Br:1][C:2]1[C:3](Cl)=[N:4][C:5](Cl)=[N:6][CH:7]=1.C(N(CC)CC)C.[F:17][C:18]([F:28])([F:27])[C:19]1[CH:26]=[CH:25][C:22]([CH2:23][NH2:24])=[CH:21][CH:20]=1.[C:29]([O:33][C:34]([N:36]1[CH2:41][CH:40]=[C:39]([C:42]2[C:50]3[C:45](=[CH:46][CH:47]=[C:48]([NH2:51])[CH:49]=3)[NH:44][CH:43]=2)[CH2:38][CH2:37]1)=[O:35])([CH3:32])([CH3:31])[CH3:30]. Given the product [C:29]([O:33][C:34]([N:36]1[CH2:37][CH:38]=[C:39]([C:42]2[C:50]3[C:45](=[CH:46][CH:47]=[C:48]([NH:51][C:5]4[N:4]=[C:3]([NH:24][CH2:23][C:22]5[CH:25]=[CH:26][C:19]([C:18]([F:27])([F:28])[F:17])=[CH:20][CH:21]=5)[C:2]([Br:1])=[CH:7][N:6]=4)[CH:49]=3)[NH:44][CH:43]=2)[CH2:40][CH2:41]1)=[O:35])([CH3:32])([CH3:30])[CH3:31], predict the reactants needed to synthesize it. (8) Given the product [CH3:33][N:32]([S:29]([N:6]([CH2:5][C:4]([OH:35])=[O:3])[CH2:7][C:8]1[CH:13]=[CH:12][CH:11]=[C:10]([O:14][CH2:15][CH2:16][C:17]2[N:18]=[C:19]([C:23]3[CH:28]=[CH:27][CH:26]=[CH:25][CH:24]=3)[O:20][C:21]=2[CH3:22])[CH:9]=1)(=[O:30])=[O:31])[CH3:34], predict the reactants needed to synthesize it. The reactants are: C([O:3][C:4](=[O:35])[CH2:5][N:6]([S:29]([N:32]([CH3:34])[CH3:33])(=[O:31])=[O:30])[CH2:7][C:8]1[CH:13]=[CH:12][CH:11]=[C:10]([O:14][CH2:15][CH2:16][C:17]2[N:18]=[C:19]([C:23]3[CH:28]=[CH:27][CH:26]=[CH:25][CH:24]=3)[O:20][C:21]=2[CH3:22])[CH:9]=1)C.O.[OH-].[Li+]. (9) Given the product [F:33][C:34]([F:53])([F:52])[S:35]([O:25][C:24]1[C:5]([CH:1]([CH2:3][CH3:4])[CH3:2])=[CH:6][C:7]2[O:11][C:10]([C:12]3[CH:13]=[CH:14][C:15]([F:18])=[CH:16][CH:17]=3)=[C:9]([C:19](=[O:20])[NH:21][CH3:22])[C:8]=2[CH:23]=1)(=[O:37])=[O:36], predict the reactants needed to synthesize it. The reactants are: [CH:1]([C:5]1[C:24]([OH:25])=[CH:23][C:8]2[C:9]([C:19]([NH:21][CH3:22])=[O:20])=[C:10]([C:12]3[CH:17]=[CH:16][C:15]([F:18])=[CH:14][CH:13]=3)[O:11][C:7]=2[CH:6]=1)([CH2:3][CH3:4])[CH3:2].C(N(CC)CC)C.[F:33][C:34]([F:53])([F:52])[S:35](N(C1C=CC=CC=1)[S:35]([C:34]([F:53])([F:52])[F:33])(=[O:37])=[O:36])(=[O:37])=[O:36].